This data is from Peptide-MHC class I binding affinity with 185,985 pairs from IEDB/IMGT. The task is: Regression. Given a peptide amino acid sequence and an MHC pseudo amino acid sequence, predict their binding affinity value. This is MHC class I binding data. (1) The peptide sequence is YLPEDSDIL. The MHC is HLA-A02:19 with pseudo-sequence HLA-A02:19. The binding affinity (normalized) is 0.648. (2) The peptide sequence is ATGDYVAFV. The MHC is HLA-A02:03 with pseudo-sequence HLA-A02:03. The binding affinity (normalized) is 0.898. (3) The peptide sequence is FQFICNLLL. The MHC is HLA-A02:06 with pseudo-sequence HLA-A02:06. The binding affinity (normalized) is 0.929. (4) The peptide sequence is GIPYCNYSK. The MHC is HLA-A68:01 with pseudo-sequence HLA-A68:01. The binding affinity (normalized) is 0.437. (5) The peptide sequence is IESNPLFPV. The MHC is HLA-B15:17 with pseudo-sequence HLA-B15:17. The binding affinity (normalized) is 0.0847. (6) The peptide sequence is LSDDAVVCY. The MHC is HLA-B15:01 with pseudo-sequence HLA-B15:01. The binding affinity (normalized) is 0.431. (7) The peptide sequence is FLLPDAQSI. The MHC is HLA-A02:01 with pseudo-sequence HLA-A02:01. The binding affinity (normalized) is 0.725. (8) The peptide sequence is NISIIVLFQR. The MHC is HLA-A11:01 with pseudo-sequence HLA-A11:01. The binding affinity (normalized) is 0.399. (9) The peptide sequence is DTPLIPLTIF. The MHC is HLA-A68:02 with pseudo-sequence HLA-A68:02. The binding affinity (normalized) is 0.395. (10) The peptide sequence is YMFESKSMK. The MHC is HLA-B40:01 with pseudo-sequence HLA-B40:01. The binding affinity (normalized) is 0.0847.